From a dataset of Catalyst prediction with 721,799 reactions and 888 catalyst types from USPTO. Predict which catalyst facilitates the given reaction. (1) Reactant: [C:1]([O:5][C:6](=[O:26])[CH:7]([C:15]1[CH:20]=[C:19]([F:21])[CH:18]=[C:17](F)[C:16]=1[N+:23]([O-:25])=[O:24])[C:8]([O:10][C:11]([CH3:14])([CH3:13])[CH3:12])=[O:9])([CH3:4])([CH3:3])[CH3:2].[NH3:27]. Product: [C:1]([O:5][C:6](=[O:26])[CH:7]([C:15]1[CH:20]=[C:19]([F:21])[CH:18]=[C:17]([NH2:27])[C:16]=1[N+:23]([O-:25])=[O:24])[C:8]([O:10][C:11]([CH3:14])([CH3:13])[CH3:12])=[O:9])([CH3:4])([CH3:3])[CH3:2]. The catalyst class is: 5. (2) Reactant: O.NN.[CH3:4][C:5]1[O:9][C:8]([C:10]2[CH:15]=[CH:14][CH:13]=[CH:12][CH:11]=2)=[N:7][C:6]=1[CH2:16][O:17][C:18]1[CH:19]=[C:20]([CH:34]=[CH:35][CH:36]=1)[CH2:21][O:22][N:23]1C(=O)C2=CC=CC=C2C1=O.O1CCCC1.C(=O)([O-])[O-].[K+].[K+]. Product: [CH3:4][C:5]1[O:9][C:8]([C:10]2[CH:11]=[CH:12][CH:13]=[CH:14][CH:15]=2)=[N:7][C:6]=1[CH2:16][O:17][C:18]1[CH:19]=[C:20]([CH:34]=[CH:35][CH:36]=1)[CH2:21][O:22][NH2:23]. The catalyst class is: 8. (3) Reactant: FC(F)(F)C([N:5]1[CH2:11][CH:10]([CH3:12])[C:9]2[CH:13]=[C:14]([Br:25])[C:15]([O:17][CH2:18][C:19]3[CH:24]=[CH:23][CH:22]=[CH:21][CH:20]=3)=[CH:16][C:8]=2[CH2:7][CH2:6]1)=O.[OH-].[Na+]. Product: [CH2:18]([O:17][C:15]1[C:14]([Br:25])=[CH:13][C:9]2[CH:10]([CH3:12])[CH2:11][NH:5][CH2:6][CH2:7][C:8]=2[CH:16]=1)[C:19]1[CH:20]=[CH:21][CH:22]=[CH:23][CH:24]=1. The catalyst class is: 24. (4) Reactant: [NH:1]1[C:9]2[C:4](=[CH:5][CH:6]=[CH:7][CH:8]=2)[C:3](/[CH:10]=[CH:11]/[C:12]2[CH:17]=[CH:16][CH:15]=[CH:14][C:13]=2[C:18]2[N:22]=[C:21]([C:23](O)=[O:24])[O:20][N:19]=2)=[N:2]1.S(Cl)(Cl)=O.CN(C=O)C.[BH4-].[Na+]. Product: [NH:1]1[C:9]2[C:4](=[CH:5][CH:6]=[CH:7][CH:8]=2)[C:3](/[CH:10]=[CH:11]/[C:12]2[CH:17]=[CH:16][CH:15]=[CH:14][C:13]=2[C:18]2[N:22]=[C:21]([CH2:23][OH:24])[O:20][N:19]=2)=[N:2]1. The catalyst class is: 34. (5) Reactant: [NH2:1][C:2]1[S:3][C:4]2[CH:10]=[C:9]([OH:11])[CH:8]=[CH:7][C:5]=2[N:6]=1.C(N(CC)CC)C.CN(C1[CH:27]=[CH:26][CH:25]=[CH:24]N=1)C.[C:28]1([CH3:37])[CH:33]=[CH:32][C:31]([C:34](Cl)=[O:35])=[CH:30][CH:29]=1.[O:38]1[CH2:42][CH2:41][CH2:40][CH2:39]1. The catalyst class is: 13. Product: [CH3:37][C:28]1[CH:33]=[CH:32][C:31]([C:34]([O:11][C:9]2[CH:8]=[CH:7][C:5]3[NH:6][C:2](=[N:1][C:42](=[O:38])[C:41]4[CH:24]=[CH:25][C:26]([CH3:27])=[CH:39][CH:40]=4)[S:3][C:4]=3[CH:10]=2)=[O:35])=[CH:30][CH:29]=1.